This data is from Catalyst prediction with 721,799 reactions and 888 catalyst types from USPTO. The task is: Predict which catalyst facilitates the given reaction. (1) The catalyst class is: 4. Reactant: [NH2:1][CH:2]([CH2:6][C:7]([F:10])([F:9])[F:8])[C:3]([OH:5])=[O:4].[C:11](O[C:11]([O:13][C:14]([CH3:17])([CH3:16])[CH3:15])=[O:12])([O:13][C:14]([CH3:17])([CH3:16])[CH3:15])=[O:12].C(N(CC)CC)C. Product: [C:14]([O:13][C:11]([NH:1][CH:2]([CH2:6][C:7]([F:10])([F:9])[F:8])[C:3]([OH:5])=[O:4])=[O:12])([CH3:17])([CH3:16])[CH3:15]. (2) Reactant: C(OC(=O)[NH:7][C:8]1[CH:13]=[CH:12][CH:11]=[C:10]([O:14][CH2:15][CH2:16][CH2:17][N:18]([CH2:33][C:34]2[CH:39]=[CH:38][CH:37]=[C:36]([C:40]([F:43])([F:42])[F:41])[C:35]=2[Cl:44])[CH2:19][CH:20]([C:27]2[CH:32]=[CH:31][CH:30]=[CH:29][CH:28]=2)[C:21]2[CH:26]=[CH:25][CH:24]=[CH:23][CH:22]=2)[CH:9]=1)(C)(C)C.Cl. Product: [Cl:44][C:35]1[C:36]([C:40]([F:41])([F:42])[F:43])=[CH:37][CH:38]=[CH:39][C:34]=1[CH2:33][N:18]([CH2:19][CH:20]([C:21]1[CH:22]=[CH:23][CH:24]=[CH:25][CH:26]=1)[C:27]1[CH:32]=[CH:31][CH:30]=[CH:29][CH:28]=1)[CH2:17][CH2:16][CH2:15][O:14][C:10]1[CH:9]=[C:8]([NH2:7])[CH:13]=[CH:12][CH:11]=1. The catalyst class is: 12.